Dataset: Peptide-MHC class II binding affinity with 134,281 pairs from IEDB. Task: Regression. Given a peptide amino acid sequence and an MHC pseudo amino acid sequence, predict their binding affinity value. This is MHC class II binding data. (1) The binding affinity (normalized) is 0.0228. The MHC is DRB4_0101 with pseudo-sequence DRB4_0103. The peptide sequence is KGNKTCGFVDERGLY. (2) The peptide sequence is SLMRGLSSRKRRSHD. The MHC is H-2-IAd with pseudo-sequence H-2-IAd. The binding affinity (normalized) is 0.335. (3) The peptide sequence is AAHSAAFEDLRVSSY. The MHC is HLA-DQA10401-DQB10402 with pseudo-sequence HLA-DQA10401-DQB10402. The binding affinity (normalized) is 0.282. (4) The binding affinity (normalized) is 0.473. The MHC is DRB1_0901 with pseudo-sequence DRB1_0901. The peptide sequence is AANWILRGTSFVYVP. (5) The peptide sequence is ADDLTAAINKGILVT. The binding affinity (normalized) is 0.329. The MHC is DRB1_0301 with pseudo-sequence DRB1_0301.